This data is from Catalyst prediction with 721,799 reactions and 888 catalyst types from USPTO. The task is: Predict which catalyst facilitates the given reaction. (1) Reactant: C(O[C:4](=[O:9])[CH2:5][C:6]([CH3:8])=[O:7])C.[F:10][C:11]([F:20])([F:19])[C:12]1[CH:18]=[CH:17][C:15]([NH2:16])=[CH:14][CH:13]=1. Product: [O:7]=[C:6]([CH3:8])[CH2:5][C:4]([NH:16][C:15]1[CH:17]=[CH:18][C:12]([C:11]([F:10])([F:19])[F:20])=[CH:13][CH:14]=1)=[O:9]. The catalyst class is: 113. (2) Reactant: [CH3:1][C:2]1([CH3:18])[C:6]([CH3:8])([CH3:7])[O:5][B:4]([C:9]2[CH:17]=[CH:16][C:12]([C:13]([OH:15])=O)=[CH:11][CH:10]=2)[O:3]1.C(Cl)(C(Cl)=O)=O.[CH:25]1[C:34]2[C:29](=[CH:30][CH:31]=[CH:32][CH:33]=2)[CH:28]=[C:27]([NH2:35])[N:26]=1. Product: [CH:25]1[C:34]2[C:29](=[CH:30][CH:31]=[CH:32][CH:33]=2)[CH:28]=[C:27]([NH:35][C:13](=[O:15])[C:12]2[CH:11]=[CH:10][C:9]([B:4]3[O:5][C:6]([CH3:7])([CH3:8])[C:2]([CH3:1])([CH3:18])[O:3]3)=[CH:17][CH:16]=2)[N:26]=1. The catalyst class is: 59.